Dataset: Catalyst prediction with 721,799 reactions and 888 catalyst types from USPTO. Task: Predict which catalyst facilitates the given reaction. (1) Reactant: [Cl:1][C:2]1[CH:3]=[CH:4][C:5]([C:11]2[CH:12]=[C:13]3[C:18](=[CH:19][CH:20]=2)[N:17]=[CH:16][CH:15]=[CH:14]3)=[C:6]([CH:10]=1)C(O)=O.C1C=CC(P([N:35]=[N+]=[N-])(C2C=CC=CC=2)=O)=CC=1.[Cl:38][C:39]([Cl:43])([Cl:42])[CH2:40][OH:41].[O:44]1[CH2:49]COCC1. Product: [Cl:1][C:2]1[CH:3]=[CH:4][C:5]([C:11]2[CH:12]=[C:13]3[C:18](=[CH:19][CH:20]=2)[N:17]=[CH:16][CH:15]=[CH:14]3)=[C:6]([NH:35][C:49](=[O:44])[O:41][CH2:40][C:39]([Cl:43])([Cl:42])[Cl:38])[CH:10]=1. The catalyst class is: 170. (2) Reactant: [Cl:1][C:2]1[CH:3]=[N+:4]([O-:39])[CH:5]=[C:6]([Cl:38])[C:7]=1[CH2:8][C@@H:9]([C:23]1[CH:28]=[CH:27][C:26]([O:29][CH:30]([F:32])[F:31])=[C:25]([O:33][CH2:34][CH:35]2[CH2:37][CH2:36]2)[CH:24]=1)[O:10][C:11](OC1C=CC([N+]([O-])=O)=CC=1)=[O:12].[SH:40][C:41]1[CH:46]=[CH:45][C:44]([NH:47][S:48]([CH3:51])(=[O:50])=[O:49])=[CH:43][CH:42]=1. Product: [Cl:38][C:6]1[CH:5]=[N+:4]([O-:39])[CH:3]=[C:2]([Cl:1])[C:7]=1[CH2:8][C@@H:9]([C:23]1[CH:28]=[CH:27][C:26]([O:29][CH:30]([F:31])[F:32])=[C:25]([O:33][CH2:34][CH:35]2[CH2:37][CH2:36]2)[CH:24]=1)[O:10][C:11]([S:40][C:41]1[CH:42]=[CH:43][C:44]([NH:47][S:48]([CH3:51])(=[O:50])=[O:49])=[CH:45][CH:46]=1)=[O:12]. The catalyst class is: 64. (3) Reactant: COC(C1CC(=O)[N:7](C2C=CC(O)=CC=2)[CH2:6]1)=O.FC1C(F)=C(F)C=CC=1CBr.C[O:30][C:31]([CH:33]1[CH2:37][C:36](=[O:38])[N:35]([C:39]2[CH:44]=[CH:43][C:42]([O:45][CH2:46][C:47]3[CH:52]=[CH:51][C:50]([F:53])=[C:49]([F:54])[C:48]=3[F:55])=[CH:41][CH:40]=2)[CH2:34]1)=O. Product: [CH3:6][NH2:7].[CH3:6][NH:7][C:31]([CH:33]1[CH2:37][C:36](=[O:38])[N:35]([C:39]2[CH:44]=[CH:43][C:42]([O:45][CH2:46][C:47]3[CH:52]=[CH:51][C:50]([F:53])=[C:49]([F:54])[C:48]=3[F:55])=[CH:41][CH:40]=2)[CH2:34]1)=[O:30]. The catalyst class is: 8. (4) Reactant: [C:1]([O:5][C:6](=[O:27])[NH:7][C@@H:8]([C:12]1[NH:13][C:14](=[O:26])[C:15]2[O:20][C:19]3[CH:21]=[CH:22][C:23]([F:25])=[CH:24][C:18]=3[C:16]=2[N:17]=1)[CH:9]([CH3:11])[CH3:10])([CH3:4])([CH3:3])[CH3:2].C(=O)([O-])[O-].[Cs+].[Cs+].Br[CH2:35][C:36]1[S:37][CH:38]=[C:39]([CH3:41])[CH:40]=1. Product: [C:1]([O:5][C:6](=[O:27])[NH:7][C@@H:8]([C:12]1[N:13]([CH2:35][C:36]2[S:37][CH:38]=[C:39]([CH3:41])[CH:40]=2)[C:14](=[O:26])[C:15]2[O:20][C:19]3[CH:21]=[CH:22][C:23]([F:25])=[CH:24][C:18]=3[C:16]=2[N:17]=1)[CH:9]([CH3:11])[CH3:10])([CH3:3])([CH3:4])[CH3:2]. The catalyst class is: 12.